Dataset: Forward reaction prediction with 1.9M reactions from USPTO patents (1976-2016). Task: Predict the product of the given reaction. (1) Given the reactants [CH3:1][C@@H:2]([CH2:6][N:7]1[CH2:12][CH2:11][N:10]([C:13]2[CH:18]=[CH:17][C:16]([C:19]([F:22])([F:21])[F:20])=[CH:15][CH:14]=2)[CH2:9][CH2:8]1)[C:3](O)=[O:4].C(N(C(C)C)CC)(C)C.F[P-](F)(F)(F)(F)F.CN(C)C(ON1C2C=CC=CC=2N=N1)=[N+](C)C.[NH:56]1[CH2:61][CH2:60][CH:59]([NH:62][C:63]2[CH:70]=[CH:69][C:66]([C:67]#[N:68])=[C:65]([C:71]([F:74])([F:73])[F:72])[CH:64]=2)[CH2:58][CH2:57]1, predict the reaction product. The product is: [CH3:1][CH:2]([CH2:6][N:7]1[CH2:12][CH2:11][N:10]([C:13]2[CH:18]=[CH:17][C:16]([C:19]([F:21])([F:20])[F:22])=[CH:15][CH:14]=2)[CH2:9][CH2:8]1)[C:3]([N:56]1[CH2:61][CH2:60][CH:59]([NH:62][C:63]2[CH:70]=[CH:69][C:66]([C:67]#[N:68])=[C:65]([C:71]([F:72])([F:73])[F:74])[CH:64]=2)[CH2:58][CH2:57]1)=[O:4]. (2) Given the reactants [CH3:1][O:2][C:3]1[C:4]([N+:9]([O-])=O)=[N:5][CH:6]=[CH:7][CH:8]=1, predict the reaction product. The product is: [CH3:1][O:2][C:3]1[C:4]([NH2:9])=[N:5][CH:6]=[CH:7][CH:8]=1. (3) The product is: [Br:1][C:2]1[S:3][C:4]([CH:16]([C:17]2[CH:22]=[CH:21][CH:20]=[CH:19][CH:18]=2)[OH:23])=[CH:5][C:6]=1[CH3:7]. Given the reactants [Br:1][C:2]1[S:3][CH:4]=[CH:5][C:6]=1[CH3:7].[Li+].CC([N-]C(C)C)C.[CH:16](=[O:23])[C:17]1[CH:22]=[CH:21][CH:20]=[CH:19][CH:18]=1, predict the reaction product.